Dataset: Full USPTO retrosynthesis dataset with 1.9M reactions from patents (1976-2016). Task: Predict the reactants needed to synthesize the given product. (1) Given the product [Cl:22][C:17]1[C:18]([O:20][CH3:21])=[CH:19][C:13]2[S:12][C:32]3[C:33](=[O:35])[NH:34][CH:29]([C:23]4[CH:28]=[CH:27][CH:26]=[CH:25][CH:24]=4)[CH2:30][C:31]=3[NH:15][C:14]=2[CH:16]=1, predict the reactants needed to synthesize it. The reactants are: [NH2:15][C:14]1[CH:16]=[C:17]([Cl:22])[C:18]([O:20][CH3:21])=[CH:19][C:13]=1[S:12][S:12][C:13]1[CH:19]=[C:18]([O:20][CH3:21])[C:17]([Cl:22])=[CH:16][C:14]=1[NH2:15].[C:23]1([CH:29]2[NH:34][C:33](=[O:35])[CH2:32][C:31](=O)[CH2:30]2)[CH:28]=[CH:27][CH:26]=[CH:25][CH:24]=1. (2) Given the product [CH2:16]([O:23][C:24]1[C:25]([CH3:33])=[C:26]([CH3:32])[C:27]([NH:31][C:13]([C:9]2[S:8][CH:12]=[CH:11][CH:10]=2)=[O:14])=[N:28][C:29]=1[CH3:30])[C:17]1[CH:18]=[CH:19][CH:20]=[CH:21][CH:22]=1, predict the reactants needed to synthesize it. The reactants are: C(N(CC)CC)C.[S:8]1[CH:12]=[CH:11][CH:10]=[C:9]1[C:13](Cl)=[O:14].[CH2:16]([O:23][C:24]1[C:25]([CH3:33])=[C:26]([CH3:32])[C:27]([NH2:31])=[N:28][C:29]=1[CH3:30])[C:17]1[CH:22]=[CH:21][CH:20]=[CH:19][CH:18]=1. (3) Given the product [CH3:13][O:12][C:11]1[C:10]([N+:22]([O-:24])=[O:23])=[C:6]2[C:5](=[CH:4][C:3]=1[O:2][CH3:1])[C:14](=[O:15])[O:16][C:7]2=[O:9], predict the reactants needed to synthesize it. The reactants are: [CH3:1][O:2][C:3]1[CH:4]=[C:5]([C:14]([OH:16])=[O:15])[C:6](=[CH:10][C:11]=1[O:12][CH3:13])[C:7]([OH:9])=O.S(=O)(=O)(O)O.[N+:22]([O-])([OH:24])=[O:23]. (4) Given the product [NH:1]1[C:9]2[C:4](=[C:5]([C:10]3[N:11]=[C:12]([N:33]4[CH2:34][CH2:35][O:36][CH2:37][CH2:38]4)[C:13]4[S:18][C:17]([CH2:19][N:20]5[CH2:21][CH2:22][NH:23][CH2:24][CH2:25]5)=[CH:16][C:14]=4[N:15]=3)[CH:6]=[CH:7][CH:8]=2)[CH:3]=[N:2]1, predict the reactants needed to synthesize it. The reactants are: [NH:1]1[C:9]2[C:4](=[C:5]([C:10]3[N:11]=[C:12]([N:33]4[CH2:38][CH2:37][O:36][CH2:35][CH2:34]4)[C:13]4[S:18][C:17]([CH2:19][N:20]5[CH2:25][CH2:24][N:23](C(OC(C)(C)C)=O)[CH2:22][CH2:21]5)=[CH:16][C:14]=4[N:15]=3)[CH:6]=[CH:7][CH:8]=2)[CH:3]=[N:2]1. (5) Given the product [Br:8][C:3]1[C:4]([CH3:7])=[N:5][O:6][C:2]=1[NH:1][S:16]([C:12]1[S:13][C:14]([Br:15])=[C:10]([Br:9])[CH:11]=1)(=[O:18])=[O:17], predict the reactants needed to synthesize it. The reactants are: [NH2:1][C:2]1[O:6][N:5]=[C:4]([CH3:7])[C:3]=1[Br:8].[Br:9][C:10]1[CH:11]=[C:12]([S:16](Cl)(=[O:18])=[O:17])[S:13][C:14]=1[Br:15]. (6) Given the product [Cl:1][C:2]1[CH:3]=[C:4]([NH:9][C:10](=[O:25])[C:11]2[CH:16]=[C:15]([C:17]([F:20])([F:19])[F:18])[CH:14]=[C:13]([N+:21]([O-:23])=[O:22])[C:12]=2[N:26]2[CH2:31][CH2:30][CH2:29][CH2:28][CH2:27]2)[CH:5]=[CH:6][C:7]=1[Cl:8], predict the reactants needed to synthesize it. The reactants are: [Cl:1][C:2]1[CH:3]=[C:4]([NH:9][C:10](=[O:25])[C:11]2[CH:16]=[C:15]([C:17]([F:20])([F:19])[F:18])[CH:14]=[C:13]([N+:21]([O-:23])=[O:22])[C:12]=2Cl)[CH:5]=[CH:6][C:7]=1[Cl:8].[NH:26]1[CH2:31][CH2:30][CH2:29][CH2:28][CH2:27]1.O. (7) Given the product [CH2:1]([O:5][C:6]1[CH:16]=[CH:15][CH:14]=[CH:13][C:7]=1[O:8][CH2:9][C:10]1[N:23]([C:17]2[CH:18]=[CH:19][CH:20]=[CH:21][CH:22]=2)[C:24](=[S:27])[NH:25][N:26]=1)[CH2:2][CH2:3][CH3:4], predict the reactants needed to synthesize it. The reactants are: [CH2:1]([O:5][C:6]1[CH:16]=[CH:15][CH:14]=[CH:13][C:7]=1[O:8][CH2:9][C:10](O)=O)[CH2:2][CH2:3][CH3:4].[C:17]1([NH:23][C:24](=[S:27])[NH:25][NH2:26])[CH:22]=[CH:21][CH:20]=[CH:19][CH:18]=1. (8) Given the product [CH3:1][O:2][CH2:3][C:4]1[CH:12]=[CH:11][CH:10]=[C:9]2[C:5]=1[CH2:6][NH:7][CH2:8]2, predict the reactants needed to synthesize it. The reactants are: [CH3:1][O:2][CH2:3][C:4]1[CH:12]=[CH:11][CH:10]=[C:9]2[C:5]=1[CH2:6][N:7](C(OC(C)(C)C)=O)[CH2:8]2.C(OCC)(=O)C.Cl.[OH-].[Na+]. (9) Given the product [C:25]([N:26]=[S:18]([C:17]1[C:9]([O:8][CH3:7])=[C:10]([CH:14]=[CH:15][C:16]=1[C:20]([F:23])([F:22])[F:21])[C:11]([OH:13])=[O:12])([CH3:19])=[O:33])#[N:24], predict the reactants needed to synthesize it. The reactants are: CC(C)([O-])C.[K+].[CH3:7][O:8][C:9]1[C:17]([S:18][CH3:19])=[C:16]([C:20]([F:23])([F:22])[F:21])[CH:15]=[CH:14][C:10]=1[C:11]([OH:13])=[O:12].[N:24]#[C:25][NH2:26].BrN1C(=[O:33])CCC1=O.O.[Mn]([O-])(=O)(=O)=O.[Na+].S(=O)(=O)(O)[O-].[Na+]. (10) Given the product [CH3:1][O:2][C:3]1[C:11]2[NH:10][C:9]([C:12]3[S:13][CH:14]=[CH:15][CH:16]=3)=[N:8][C:7]=2[C:6]([C:17]([NH:20][CH2:21][CH:22]2[CH2:26][CH2:25][N:24]([C:27]([O:29][C:30]([CH3:33])([CH3:32])[CH3:31])=[O:28])[CH2:23]2)=[O:19])=[CH:5][CH:4]=1, predict the reactants needed to synthesize it. The reactants are: [CH3:1][O:2][C:3]1[C:11]2[N:10]=[C:9]([C:12]3[S:13][CH:14]=[CH:15][CH:16]=3)[NH:8][C:7]=2[C:6]([C:17]([OH:19])=O)=[CH:5][CH:4]=1.[NH2:20][CH2:21][CH:22]1[CH2:26][CH2:25][N:24]([C:27]([O:29][C:30]([CH3:33])([CH3:32])[CH3:31])=[O:28])[CH2:23]1.